Dataset: Catalyst prediction with 721,799 reactions and 888 catalyst types from USPTO. Task: Predict which catalyst facilitates the given reaction. Reactant: [CH3:1][O:2][C:3](=[O:27])[CH:4]([NH2:26])[CH2:5][C:6]1[CH:15]=[C:14]2[C:9]([CH2:10][CH2:11][N:12]([C:16](=[O:25])[C:17]3[C:22]([Cl:23])=[CH:21][CH:20]=[CH:19][C:18]=3[Cl:24])[CH2:13]2)=[CH:8][CH:7]=1.[Cl:28][C:29]1[CH:37]=[CH:36][CH:35]=[C:34]([Cl:38])[C:30]=1[C:31](Cl)=[O:32]. Product: [CH3:1][O:2][C:3](=[O:27])[CH:4]([NH:26][C:31](=[O:32])[C:30]1[C:29]([Cl:28])=[CH:37][CH:36]=[CH:35][C:34]=1[Cl:38])[CH2:5][C:6]1[CH:15]=[C:14]2[C:9]([CH2:10][CH2:11][N:12]([C:16](=[O:25])[C:17]3[C:18]([Cl:24])=[CH:19][CH:20]=[CH:21][C:22]=3[Cl:23])[CH2:13]2)=[CH:8][CH:7]=1. The catalyst class is: 17.